Dataset: Full USPTO retrosynthesis dataset with 1.9M reactions from patents (1976-2016). Task: Predict the reactants needed to synthesize the given product. (1) Given the product [CH:21]1([C:19]2[NH:18][N:17]=[C:16]([NH:15][C:4]3[N:3]=[C:2]([O:13][CH:8]([CH3:9])[CH3:7])[C:11]4[C:6]([CH:5]=3)=[CH:7][C:8]([O:13][CH3:14])=[C:9]([F:12])[CH:10]=4)[CH:20]=2)[CH2:23][CH2:22]1, predict the reactants needed to synthesize it. The reactants are: Cl[C:2]1[C:11]2[C:6](=[CH:7][C:8]([O:13][CH3:14])=[C:9]([F:12])[CH:10]=2)[CH:5]=[C:4]([NH:15][C:16]2[CH:20]=[C:19]([CH:21]3[CH2:23][CH2:22]3)[NH:18][N:17]=2)[N:3]=1. (2) Given the product [NH2:16][C:14]1[CH:13]=[CH:12][CH:11]=[C:10]2[C:15]=1[C:4](=[O:3])[C:8]1([NH:20][C:21]([C:23]3[C:24]4[CH:34]=[N:33][N:32]([CH:35]([CH3:36])[CH3:37])[C:25]=4[N:26]=[C:27]([CH:29]([CH3:30])[CH3:31])[CH:28]=3)=[O:22])[C:7]3[CH:38]=[CH:39][C:40]([CH:42]([CH3:43])[CH3:44])=[CH:41][C:6]=3[O:5][C:9]12[OH:19], predict the reactants needed to synthesize it. The reactants are: Cl.O.[OH:3][C:4]12[C:15]3[C:10](=[CH:11][CH:12]=[CH:13][C:14]=3[N+:16]([O-])=O)[C:9](=[O:19])[C:8]1([NH:20][C:21]([C:23]1[C:24]3[CH:34]=[N:33][N:32]([CH:35]([CH3:37])[CH3:36])[C:25]=3[N:26]=[C:27]([CH:29]([CH3:31])[CH3:30])[CH:28]=1)=[O:22])[C:7]1[CH:38]=[CH:39][C:40]([CH:42]([CH3:44])[CH3:43])=[CH:41][C:6]=1[O:5]2.